This data is from Full USPTO retrosynthesis dataset with 1.9M reactions from patents (1976-2016). The task is: Predict the reactants needed to synthesize the given product. (1) Given the product [O:26]1[C:30]2[CH:31]=[CH:32][C:33]([C:2]3[N:7]=[N:6][C:5]([CH2:8][N:9]4[CH:14]=[C:13]5[N:15]=[C:16]([C:18]6[CH:23]=[CH:22][CH:21]=[C:20]([F:24])[C:19]=6[F:25])[N:17]=[C:12]5[CH:11]=[N:10]4)=[CH:4][CH:3]=3)=[CH:34][C:29]=2[O:28][CH2:27]1, predict the reactants needed to synthesize it. The reactants are: Cl[C:2]1[N:7]=[N:6][C:5]([CH2:8][N:9]2[CH:14]=[C:13]3[N:15]=[C:16]([C:18]4[CH:23]=[CH:22][CH:21]=[C:20]([F:24])[C:19]=4[F:25])[N:17]=[C:12]3[CH:11]=[N:10]2)=[CH:4][CH:3]=1.[O:26]1[C:30]2[CH:31]=[CH:32][C:33](B(O)O)=[CH:34][C:29]=2[O:28][CH2:27]1. (2) Given the product [NH2:8][C:5]1[C:4]2[N:9]=[CH:10][N:11]([C@@H:12]3[CH:13]([F:22])[CH2:14][C@@H:15]([OH:16])[C@H:19]3[OH:18])[C:3]=2[C:2]([F:1])=[CH:7][N:6]=1.[ClH:23], predict the reactants needed to synthesize it. The reactants are: [F:1][C:2]1[C:3]2[N:11]([C@H:12]3[C@H:19]4[C@H:15]([O:16]C(C)(C)[O:18]4)[CH2:14][CH:13]3[F:22])[CH:10]=[N:9][C:4]=2[C:5]([NH2:8])=[N:6][CH:7]=1.[ClH:23]. (3) Given the product [CH:43]1([N:3]2[C:2](=[O:1])[CH2:7][O:6][C:5]3[N:8]=[C:9]([C:18]4[CH:23]=[CH:22][C:21]([C:24]5([NH:28][C:29](=[O:35])[O:30][C:31]([CH3:32])([CH3:34])[CH3:33])[CH2:25][CH2:26][CH2:27]5)=[CH:20][CH:19]=4)[C:10]([C:12]4[CH:13]=[CH:14][CH:15]=[CH:16][CH:17]=4)=[CH:11][C:4]2=3)[CH2:47][CH2:46][CH2:45][CH2:44]1, predict the reactants needed to synthesize it. The reactants are: [O:1]=[C:2]1[CH2:7][O:6][C:5]2[N:8]=[C:9]([C:18]3[CH:23]=[CH:22][C:21]([C:24]4([NH:28][C:29](=[O:35])[O:30][C:31]([CH3:34])([CH3:33])[CH3:32])[CH2:27][CH2:26][CH2:25]4)=[CH:20][CH:19]=3)[C:10]([C:12]3[CH:17]=[CH:16][CH:15]=[CH:14][CH:13]=3)=[CH:11][C:4]=2[NH:3]1.C(=O)([O-])[O-].[K+].[K+].Br[CH:43]1[CH2:47][CH2:46][CH2:45][CH2:44]1. (4) Given the product [F:12][C:13]1[CH:18]=[CH:17][C:16]([C:2]2[S:6][C:5]([CH:7]=[CH:8][C:9]([OH:11])=[O:10])=[CH:4][CH:3]=2)=[CH:15][CH:14]=1, predict the reactants needed to synthesize it. The reactants are: Br[C:2]1[S:6][C:5]([CH:7]=[CH:8][C:9]([OH:11])=[O:10])=[CH:4][CH:3]=1.[F:12][C:13]1[CH:18]=[CH:17][C:16](B(O)O)=[CH:15][CH:14]=1.C(=O)([O-])[O-].[Na+].[Na+]. (5) The reactants are: FC(F)(F)C1C=CC2NC3C=CC=CC=3N=C(N3CCN[C@@H](CCOC)C3)C=2C=1.Cl.[CH3:31][C:32]1[S:41][C:40]2[NH:39][C:38]3[CH:42]=[CH:43][CH:44]=[CH:45][C:37]=3[N:36]=[C:35]([NH2:46])[C:34]=2[CH:33]=1.[CH3:47][O:48][CH2:49][C@H:50]1[CH2:55]N[CH2:53][CH2:52][NH:51]1. Given the product [CH3:47][O:48][CH2:49][C@@H:50]1[NH:51][CH2:52][CH2:53][N:46]([C:35]2[C:34]3[CH:33]=[C:32]([CH3:31])[S:41][C:40]=3[NH:39][C:38]3[CH:42]=[CH:43][CH:44]=[CH:45][C:37]=3[N:36]=2)[CH2:55]1, predict the reactants needed to synthesize it. (6) The reactants are: Br[C:2]1[CH:3]=[C:4]([C:15]([O:17][CH3:18])=[O:16])[C:5]2[C:6](C)=[N:7][N:8]([CH:11]([CH3:13])[CH3:12])[C:9]=2[CH:10]=1.CC1(C)C(C)(C)OB([C:27]2[CH:28]=[C:29]3[CH:35]=[CH:34][NH:33][C:30]3=[N:31][CH:32]=2)O1. Given the product [CH:11]([N:8]1[C:9]2[CH:10]=[C:2]([C:27]3[CH:28]=[C:29]4[CH:35]=[CH:34][NH:33][C:30]4=[N:31][CH:32]=3)[CH:3]=[C:4]([C:15]([O:17][CH3:18])=[O:16])[C:5]=2[CH:6]=[N:7]1)([CH3:12])[CH3:13], predict the reactants needed to synthesize it. (7) The reactants are: [C:1]1([C:7](=[O:16])[CH2:8][CH2:9][C:10]2[CH:15]=[CH:14][CH:13]=[CH:12][CH:11]=2)[CH:6]=[CH:5][CH:4]=[CH:3][CH:2]=1.[Li+].C[Si]([N-][Si](C)(C)C)(C)C.[CH2:27]([O:34][C:35]1[CH:40]=[C:39]([CH2:41]Br)[CH:38]=[CH:37][C:36]=1[N+:43]([O-:45])=[O:44])[C:28]1[CH:33]=[CH:32][CH:31]=[CH:30][CH:29]=1.[Cl-].[NH4+]. Given the product [CH2:9]([CH:8]([CH2:41][C:39]1[CH:38]=[CH:37][C:36]([N+:43]([O-:45])=[O:44])=[C:35]([O:34][CH2:27][C:28]2[CH:33]=[CH:32][CH:31]=[CH:30][CH:29]=2)[CH:40]=1)[C:7]([C:1]1[CH:6]=[CH:5][CH:4]=[CH:3][CH:2]=1)=[O:16])[C:10]1[CH:11]=[CH:12][CH:13]=[CH:14][CH:15]=1, predict the reactants needed to synthesize it. (8) Given the product [Cl:19][C:18]1[C:13]([N:25]2[CH2:24][CH2:23][NH:22][CH:21]([CH3:20])[CH2:26]2)=[N:14][CH:15]=[CH:16][CH:17]=1, predict the reactants needed to synthesize it. The reactants are: C[Si](C)(C)C1C=C(C=CC=1)N.Cl[C:13]1[C:18]([Cl:19])=[CH:17][CH:16]=[CH:15][N:14]=1.[CH3:20][C@@H:21]1[CH2:26][NH:25][CH2:24][CH2:23][NH:22]1. (9) Given the product [NH2:1][C:2]1[CH:7]=[CH:6][CH:5]=[CH:4][C:3]=1[NH:8][C:9](=[O:28])[C:10]1[CH:15]=[CH:14][C:13]([CH2:16][N:17]2[CH2:25][C:24]3[C:19](=[CH:20][CH:21]=[CH:22][C:23]=3[C:33]3[CH:34]=[CH:35][C:30]([F:29])=[CH:31][CH:32]=3)[C:18]2=[O:27])=[CH:12][CH:11]=1, predict the reactants needed to synthesize it. The reactants are: [NH2:1][C:2]1[CH:7]=[CH:6][CH:5]=[CH:4][C:3]=1[NH:8][C:9](=[O:28])[C:10]1[CH:15]=[CH:14][C:13]([CH2:16][N:17]2[CH2:25][C:24]3[C:19](=[CH:20][CH:21]=[CH:22][C:23]=3Br)[C:18]2=[O:27])=[CH:12][CH:11]=1.[F:29][C:30]1[CH:35]=[CH:34][C:33](B(O)O)=[CH:32][CH:31]=1. (10) Given the product [CH3:7][C:2]([NH:8][C:9]([C:11]1[CH:16]=[N:15][CH:14]=[CH:13][N:12]=1)=[O:10])([CH3:1])[C:3]([OH:5])=[O:4], predict the reactants needed to synthesize it. The reactants are: [CH3:1][C:2]([NH:8][C:9]([C:11]1[CH:16]=[N:15][CH:14]=[CH:13][N:12]=1)=[O:10])([CH3:7])[C:3]([O:5]C)=[O:4].[OH-].[Na+].